Dataset: Reaction yield outcomes from USPTO patents with 853,638 reactions. Task: Predict the reaction yield, written as a fraction of the theoretical maximum amount of product (1.0 means a 100% yield; for example, 0.34 means a 34% yield). (1) The reactants are [OH:1][C@@H:2]1[CH2:6][CH2:5][N:4]([C:7]2[CH:12]=[CH:11][C:10]([S:13]([NH:16][C:17]3[S:18][CH:19]=[CH:20][N:21]=3)(=[O:15])=[O:14])=[CH:9][CH:8]=2)[C:3]1=[O:22].[CH:23](N(CC)C(C)C)([CH3:25])[CH3:24].C(Br)C=C. The catalyst is C(Cl)Cl. The product is [CH2:25]([N:16]([C:17]1[S:18][CH:19]=[CH:20][N:21]=1)[S:13]([C:10]1[CH:11]=[CH:12][C:7]([N:4]2[CH2:5][CH2:6][C@@H:2]([OH:1])[C:3]2=[O:22])=[CH:8][CH:9]=1)(=[O:14])=[O:15])[CH:23]=[CH2:24]. The yield is 0.960. (2) The reactants are [Br:1][C:2]1[CH:7]=[CH:6][C:5]([C:8]2[N:9]=[C:10]([N:13]3[CH2:17][CH2:16][NH:15][C:14]3=[O:18])[S:11][CH:12]=2)=[CH:4][CH:3]=1.[H-].[Na+].[CH3:21]I. The catalyst is O1CCCC1. The product is [Br:1][C:2]1[CH:7]=[CH:6][C:5]([C:8]2[N:9]=[C:10]([N:13]3[CH2:17][CH2:16][N:15]([CH3:21])[C:14]3=[O:18])[S:11][CH:12]=2)=[CH:4][CH:3]=1. The yield is 0.900. (3) The reactants are [Cl:1][C:2]1[CH:41]=[CH:40][C:5]2[N:6](CC3C=CC(OC)=CC=3)[C:7](=[O:30])[CH:8]([CH2:22][C:23]3[CH:28]=[CH:27][CH:26]=[CH:25][C:24]=3[Cl:29])[N:9]=[C:10]([C:11]3[CH:21]=[CH:20][C:14]4[NH:15][C:16](=[O:19])[N:17]([CH3:18])[C:13]=4[CH:12]=3)[C:4]=2[CH:3]=1.[Al+3].[Cl-].[Cl-].[Cl-].C(OCC)(=O)C. The catalyst is C1(OC)C=CC=CC=1.ClC(Cl)=C. The product is [Cl:1][C:2]1[CH:41]=[CH:40][C:5]2[NH:6][C:7](=[O:30])[CH:8]([CH2:22][C:23]3[CH:28]=[CH:27][CH:26]=[CH:25][C:24]=3[Cl:29])[N:9]=[C:10]([C:11]3[CH:21]=[CH:20][C:14]4[NH:15][C:16](=[O:19])[N:17]([CH3:18])[C:13]=4[CH:12]=3)[C:4]=2[CH:3]=1. The yield is 0.590. (4) The reactants are [F:1][C:2]1[CH:7]=[CH:6][C:5]([CH3:8])=[C:4]([N+:9]([O-:11])=[O:10])[CH:3]=1.[H-].[Na+].[C:14](OCC)(=[O:20])[C:15]([O:17][CH2:18][CH3:19])=[O:16].O. The catalyst is O1CCCC1. The product is [F:1][C:2]1[CH:7]=[CH:6][C:5]([CH2:8][C:14](=[O:20])[C:15]([O:17][CH2:18][CH3:19])=[O:16])=[C:4]([N+:9]([O-:11])=[O:10])[CH:3]=1. The yield is 0.320. (5) The reactants are [CH2:1]([O:4][N:5](C(OC(C)(C)C)=O)[C@H:6]1[CH2:11][N:10](C(OC(C)(C)C)=O)[C@H:9]([C:19](=[O:21])[NH2:20])[CH:8]=[C:7]1[CH2:22][O:23][CH3:24])[CH:2]=[CH2:3].C(O)(C(F)(F)F)=O. The catalyst is C(Cl)Cl. The product is [CH2:1]([O:4][NH:5][C@H:6]1[CH2:11][NH:10][C@H:9]([C:19]([NH2:20])=[O:21])[CH:8]=[C:7]1[CH2:22][O:23][CH3:24])[CH:2]=[CH2:3]. The yield is 0.668. (6) The reactants are [CH3:1][O:2][C:3](=[O:12])[CH2:4][CH2:5][C:6]1[CH:11]=[CH:10][CH:9]=[CH:8][CH:7]=1.[C:13]1([C:19]2[CH:24]=[C:23]([C:25]3[CH:30]=[CH:29][CH:28]=[CH:27][CH:26]=3)[NH:22][C:21](=[O:31])[CH:20]=2)[CH:18]=[CH:17][CH:16]=[CH:15][CH:14]=1.[C:32]([O-:35])([O-])=[O:33].[K+].[K+]. The catalyst is CS(C)=O.O. The product is [CH3:1][O:2][C:3](=[O:12])[CH2:4][CH2:5][C:6]1[C:7]([O:31][CH2:21][CH2:20][CH2:19][C:32]([O:35][C:25]([CH3:26])([CH3:30])[CH3:23])=[O:33])=[CH:8][CH:9]=[CH:10][C:11]=1[CH2:16][CH2:15][CH2:14][CH2:13][CH2:18][CH2:17][O:31][C:21]1[CH:20]=[C:19]([C:13]2[CH:14]=[CH:15][CH:16]=[CH:17][CH:18]=2)[CH:24]=[C:23]([C:25]2[CH:26]=[CH:27][CH:28]=[CH:29][CH:30]=2)[N:22]=1. The yield is 0.664. (7) The reactants are [F:1][C:2]1[CH:3]=[CH:4][C:5]2[S:9][CH:8]=[C:7]([CH3:10])[C:6]=2[CH:11]=1.C1C(=O)N([Br:19])C(=O)C1. The catalyst is C(#N)C. The product is [Br:19][C:8]1[S:9][C:5]2[CH:4]=[CH:3][C:2]([F:1])=[CH:11][C:6]=2[C:7]=1[CH3:10]. The yield is 0.950.